The task is: Predict which catalyst facilitates the given reaction.. This data is from Catalyst prediction with 721,799 reactions and 888 catalyst types from USPTO. (1) Reactant: [CH:1]([C:4]1[CH:9]=[CH:8][C:7](B(O)O)=[CH:6][CH:5]=1)([CH3:3])[CH3:2].[Cl:13][C:14]1[N:19]=[C:18](Cl)[N:17]=[C:16]([O:21][CH3:22])[N:15]=1.C(=O)([O-])[O-].[Na+].[Na+].O. Product: [Cl:13][C:14]1[N:19]=[C:18]([C:7]2[CH:8]=[CH:9][C:4]([CH:1]([CH3:3])[CH3:2])=[CH:5][CH:6]=2)[N:17]=[C:16]([O:21][CH3:22])[N:15]=1. The catalyst class is: 155. (2) Reactant: [ClH:1].C(OC([NH:9][CH2:10][C@H:11]1[CH2:16][CH2:15][C@H:14]([C:17]([NH:19][C@H:20]([C:50](=[O:63])[NH:51][C:52]2[CH:57]=[CH:56][C:55]([C:58]3[N:59]=[N:60][NH:61][N:62]=3)=[CH:54][CH:53]=2)[CH2:21][C:22]2[CH:27]=[CH:26][C:25]([C:28]3[CH:33]=[CH:32][CH:31]=[CH:30][C:29]=3[C:34]([NH:36][CH:37]3[CH2:42][CH2:41][N:40](C(OC(C)(C)C)=O)[CH2:39][CH2:38]3)=[O:35])=[CH:24][CH:23]=2)=[O:18])[CH2:13][CH2:12]1)=O)(C)(C)C. Product: [ClH:1].[NH2:9][CH2:10][C@H:11]1[CH2:12][CH2:13][C@H:14]([C:17]([NH:19][C@H:20]([C:50](=[O:63])[NH:51][C:52]2[CH:53]=[CH:54][C:55]([C:58]3[N:59]=[N:60][NH:61][N:62]=3)=[CH:56][CH:57]=2)[CH2:21][C:22]2[CH:27]=[CH:26][C:25]([C:28]3[C:29]([C:34]([NH:36][CH:37]4[CH2:38][CH2:39][NH:40][CH2:41][CH2:42]4)=[O:35])=[CH:30][CH:31]=[CH:32][CH:33]=3)=[CH:24][CH:23]=2)=[O:18])[CH2:15][CH2:16]1. The catalyst class is: 12. (3) Reactant: [Si]([O:8][CH2:9][CH2:10][O:11][C:12]1[CH:13]=[CH:14][C:15]([C:28]2[NH:37][C:36](=[O:38])[C:35]3[C:30](=[CH:31][C:32]([O:41][CH3:42])=[CH:33][C:34]=3[O:39][CH3:40])[N:29]=2)=[N:16][C:17]=1[C:18]1[CH:23]=[CH:22][C:21]([S:24]([CH3:27])(=[O:26])=[O:25])=[CH:20][CH:19]=1)(C(C)(C)C)(C)C.CCCC[N+](CCCC)(CCCC)CCCC.[F-]. Product: [OH:8][CH2:9][CH2:10][O:11][C:12]1[CH:13]=[CH:14][C:15]([C:28]2[NH:37][C:36](=[O:38])[C:35]3[C:30](=[CH:31][C:32]([O:41][CH3:42])=[CH:33][C:34]=3[O:39][CH3:40])[N:29]=2)=[N:16][C:17]=1[C:18]1[CH:19]=[CH:20][C:21]([S:24]([CH3:27])(=[O:26])=[O:25])=[CH:22][CH:23]=1. The catalyst class is: 1. (4) Reactant: [CH3:1][O:2][C:3]1[CH:4]=[C:5]([C:9]2[C:10]([NH2:21])=[N:11][C:12]([N:15]3[CH2:20][CH2:19][O:18][CH2:17][CH2:16]3)=[N:13][CH:14]=2)[CH:6]=[N:7][CH:8]=1.Cl[C:23]1[C:32]2[C:27](=[CH:28][C:29]([F:34])=[CH:30][C:31]=2[F:33])[N:26]=[C:25]([C:35]2[CH:40]=[CH:39][CH:38]=[CH:37][N:36]=2)[C:24]=1[CH3:41].C1(P(C2CCCCC2)C2C=CC=CC=2C2C(C(C)C)=CC(C(C)C)=CC=2C(C)C)CCCCC1.CC(C)([O-])C.[Na+]. Product: [F:33][C:31]1[CH:30]=[C:29]([F:34])[CH:28]=[C:27]2[C:32]=1[C:23]([NH:21][C:10]1[C:9]([C:5]3[CH:6]=[N:7][CH:8]=[C:3]([O:2][CH3:1])[CH:4]=3)=[CH:14][N:13]=[C:12]([N:15]3[CH2:16][CH2:17][O:18][CH2:19][CH2:20]3)[N:11]=1)=[C:24]([CH3:41])[C:25]([C:35]1[CH:40]=[CH:39][CH:38]=[CH:37][N:36]=1)=[N:26]2. The catalyst class is: 491.